From a dataset of Full USPTO retrosynthesis dataset with 1.9M reactions from patents (1976-2016). Predict the reactants needed to synthesize the given product. (1) The reactants are: [NH2:1][CH2:2][CH2:3][C:4]1[CH:9]=[CH:8][C:7]([CH2:10][CH2:11][C:12]2[N:13]=[C:14]([NH:17][C:18](=[O:20])[CH3:19])[S:15][CH:16]=2)=[CH:6][CH:5]=1.C(N(CC)C(C)C)(C)C.[N:30]([Si](C)(C)C)=[C:31]=[O:32]. Given the product [NH:1]([CH2:2][CH2:3][C:4]1[CH:9]=[CH:8][C:7]([CH2:10][CH2:11][C:12]2[N:13]=[C:14]([NH:17][C:18](=[O:20])[CH3:19])[S:15][CH:16]=2)=[CH:6][CH:5]=1)[C:31]([NH2:30])=[O:32], predict the reactants needed to synthesize it. (2) Given the product [NH2:32][C@H:12]([CH2:13][CH2:14][C:15](=[O:31])[NH:16][CH2:17][C@@H:18]([OH:30])[CH2:19][P:20]([CH2:23][CH:24]1[CH2:25][CH2:26][CH2:27][CH2:28][CH2:29]1)([OH:22])=[O:21])[C:11]([NH:10][C@@H:8]([CH3:9])[C:7]([OH:41])=[O:6])=[O:40], predict the reactants needed to synthesize it. The reactants are: Cl.C([O:6][C:7](=[O:41])[C@@H:8]([NH:10][C:11](=[O:40])[C@H:12]([NH:32]C(OC(C)(C)C)=O)[CH2:13][CH2:14][C:15](=[O:31])[NH:16][CH2:17][C@@H:18]([OH:30])[CH2:19][P:20]([CH2:23][CH:24]1[CH2:29][CH2:28][CH2:27][CH2:26][CH2:25]1)([OH:22])=[O:21])[CH3:9])(C)(C)C. (3) Given the product [CH3:29][N:30]([CH2:32][C-:2]1[CH:6]=[CH:5][CH:4]=[CH:3]1)[CH3:31].[CH3:7][Si:8]([CH3:15])([CH3:14])[C-:9]1[CH:13]=[CH:12][CH:11]=[CH:10]1.[Fe+2:16], predict the reactants needed to synthesize it. The reactants are: Br[C-:2]1[CH:6]=[CH:5][CH:4]=[CH:3]1.[CH3:7][Si:8]([CH3:15])([CH3:14])[C-:9]1[CH:13]=[CH:12][CH:11]=[CH:10]1.[Fe+2:16].C([Li])CCC.C(=O)=O.CC(C)=O.[CH3:29][N+:30]([CH3:32])=[CH2:31].[I-].